The task is: Predict the reactants needed to synthesize the given product.. This data is from Retrosynthesis with 50K atom-mapped reactions and 10 reaction types from USPTO. (1) Given the product CCOC(=O)c1c(O)c(OCCOCc2ccccc2)c(C(=O)OCC)n1-c1ccc(F)cc1, predict the reactants needed to synthesize it. The reactants are: CCOC(=O)c1c(O)c(O)c(C(=O)OCC)n1-c1ccc(F)cc1.OCCOCc1ccccc1. (2) Given the product Cc1cc(C)c(C(=O)CSc2nccn2C)c(C)c1, predict the reactants needed to synthesize it. The reactants are: Cc1cc(C)c(C(=O)CBr)c(C)c1.Cn1ccnc1S. (3) Given the product CCOC(=O)c1csc(NC(=O)OC(C)(C)C)n1, predict the reactants needed to synthesize it. The reactants are: CC(C)(C)OC(=O)OC(=O)OC(C)(C)C.CCOC(=O)c1csc(N)n1. (4) Given the product CC#CCOc1ccc(SC(C(=O)OCC)c2ccc(Cl)cc2)cc1, predict the reactants needed to synthesize it. The reactants are: CC#CCBr.CCOC(=O)C(Sc1ccc(O)cc1)c1ccc(Cl)cc1.